Dataset: NCI-60 drug combinations with 297,098 pairs across 59 cell lines. Task: Regression. Given two drug SMILES strings and cell line genomic features, predict the synergy score measuring deviation from expected non-interaction effect. (1) Drug 1: C1=CN(C(=O)N=C1N)C2C(C(C(O2)CO)O)O.Cl. Drug 2: CN1C2=C(C=C(C=C2)N(CCCl)CCCl)N=C1CCCC(=O)O.Cl. Cell line: NCI-H522. Synergy scores: CSS=23.1, Synergy_ZIP=0.543, Synergy_Bliss=0.939, Synergy_Loewe=-9.97, Synergy_HSA=0.520. (2) Synergy scores: CSS=2.70, Synergy_ZIP=-4.05, Synergy_Bliss=-5.65, Synergy_Loewe=-7.28, Synergy_HSA=-4.41. Drug 1: CN(C)N=NC1=C(NC=N1)C(=O)N. Drug 2: CN(C(=O)NC(C=O)C(C(C(CO)O)O)O)N=O. Cell line: CAKI-1.